This data is from Catalyst prediction with 721,799 reactions and 888 catalyst types from USPTO. The task is: Predict which catalyst facilitates the given reaction. Reactant: [C:1]([O:4][CH:5]=[CH2:6])(=[O:3])[CH3:2].[CH:7]([O:9][CH:10]1[CH2:15][CH2:14][CH2:13][CH2:12][CH2:11]1)=[CH2:8].CC(N=NC(C#N)(C)C)(C#N)C. Product: [C:1]([O:4][CH:5]=[CH2:6])(=[O:3])[CH3:2].[CH:7]([O:9][CH:10]1[CH2:15][CH2:14][CH2:13][CH2:12][CH2:11]1)=[CH2:8]. The catalyst class is: 5.